Predict the reactants needed to synthesize the given product. From a dataset of Full USPTO retrosynthesis dataset with 1.9M reactions from patents (1976-2016). (1) The reactants are: Br[C:2]1[CH:3]=[N:4][CH:5]=[C:6]2[C:11]=1[N:10]=[C:9]([C:12]([NH:14][CH2:15][CH2:16][O:17][CH3:18])=[O:13])[CH:8]=[CH:7]2.[Cl:19][C:20]1[CH:25]=[CH:24][C:23](B(O)O)=[CH:22][CH:21]=1.C(=O)([O-])[O-].[Cs+].[Cs+]. Given the product [Cl:19][C:20]1[CH:25]=[CH:24][C:23]([C:2]2[CH:3]=[N:4][CH:5]=[C:6]3[C:11]=2[N:10]=[C:9]([C:12]([NH:14][CH2:15][CH2:16][O:17][CH3:18])=[O:13])[CH:8]=[CH:7]3)=[CH:22][CH:21]=1, predict the reactants needed to synthesize it. (2) The reactants are: [C:1]([C:3]1[CH:4]=[CH:5][C:6]([NH:9][C:10]2[CH:11]=[C:12]([NH:30]C(=O)OCC3C=CC=CC=3)[CH:13]=[N:14][C:15]=2[S:16](=[O:29])(=[O:28])[NH:17][C:18]2[CH:19]=[CH:20][C:21]3[CH2:25][O:24][B:23]([OH:26])[C:22]=3[CH:27]=2)=[N:7][CH:8]=1)#[N:2]. Given the product [NH2:30][C:12]1[CH:11]=[C:10]([NH:9][C:6]2[CH:5]=[CH:4][C:3]([C:1]#[N:2])=[CH:8][N:7]=2)[C:15]([S:16]([NH:17][C:18]2[CH:19]=[CH:20][C:21]3[CH2:25][O:24][B:23]([OH:26])[C:22]=3[CH:27]=2)(=[O:29])=[O:28])=[N:14][CH:13]=1, predict the reactants needed to synthesize it. (3) Given the product [ClH:12].[ClH:12].[CH3:11][N:9]([CH2:8][CH2:7][O:6][CH2:5][CH2:4][N:2]([CH3:3])[CH3:1])[CH3:10], predict the reactants needed to synthesize it. The reactants are: [CH3:1][N:2]([CH2:4][CH2:5][O:6][CH2:7][CH2:8][N:9]([CH3:11])[CH3:10])[CH3:3].[ClH:12]. (4) The reactants are: [Cl:1][C:2]1[N:7]=[C:6]([N:8]2[CH2:13][CH2:12][CH:11](O)[CH2:10][CH2:9]2)[CH:5]=[N:4][CH:3]=1.[C:15]1(=[O:25])[NH:19][C:18](=[O:20])[C:17]2=[CH:21][CH:22]=[CH:23][CH:24]=[C:16]12.C1(P(C2C=CC=CC=2)C2C=CC=CC=2)C=CC=CC=1.N(C(OC(C)C)=O)=NC(OC(C)C)=O. Given the product [Cl:1][C:2]1[N:7]=[C:6]([N:8]2[CH2:13][CH2:12][CH:11]([N:19]3[C:15](=[O:25])[C:16]4[C:17](=[CH:21][CH:22]=[CH:23][CH:24]=4)[C:18]3=[O:20])[CH2:10][CH2:9]2)[CH:5]=[N:4][CH:3]=1, predict the reactants needed to synthesize it. (5) The reactants are: [C:1]1([CH2:7][CH2:8][CH:9]([CH2:12][OH:13])[CH2:10][OH:11])[CH:6]=[CH:5][CH:4]=[CH:3][CH:2]=1.C(N([CH2:19][CH3:20])CC)C.[S:21](Cl)([C:24]1[CH:30]=[CH:29][C:27]([CH3:28])=[CH:26][CH:25]=1)(=[O:23])=[O:22]. Given the product [CH3:28][C:27]1[CH:29]=[CH:30][C:24]([S:21]([O:13][CH2:12][CH:9]([CH2:10][O:11][S:21]([C:24]2[CH:30]=[CH:29][C:19]([CH3:20])=[CH:26][CH:25]=2)(=[O:23])=[O:22])[CH2:8][CH2:7][C:1]2[CH:6]=[CH:5][CH:4]=[CH:3][CH:2]=2)(=[O:23])=[O:22])=[CH:25][CH:26]=1, predict the reactants needed to synthesize it. (6) Given the product [CH:28]([C:31]1[N:32]([C:2]2[N:3]=[C:4]([N:22]3[CH2:23][CH2:24][O:25][CH2:26][CH2:27]3)[C:5]3[N:10]=[C:9]([CH2:11][N:12]4[CH2:13][CH:14]([CH:16]5[CH2:21][CH2:20][O:19][CH2:18][CH2:17]5)[CH2:15]4)[S:8][C:6]=3[N:7]=2)[C:33]2[CH:39]=[CH:38][CH:37]=[CH:36][C:34]=2[N:35]=1)([CH3:30])[CH3:29], predict the reactants needed to synthesize it. The reactants are: Cl[C:2]1[N:3]=[C:4]([N:22]2[CH2:27][CH2:26][O:25][CH2:24][CH2:23]2)[C:5]2[N:10]=[C:9]([CH2:11][N:12]3[CH2:15][CH:14]([CH:16]4[CH2:21][CH2:20][O:19][CH2:18][CH2:17]4)[CH2:13]3)[S:8][C:6]=2[N:7]=1.[CH:28]([C:31]1[NH:35][C:34]2[CH:36]=[CH:37][CH:38]=[CH:39][C:33]=2[N:32]=1)([CH3:30])[CH3:29].CC(C1C=C(C(C)C)C(C2C=CC=CC=2P(C2CCCCC2)C2CCCCC2)=C(C(C)C)C=1)C.C([O-])([O-])=O.[Cs+].[Cs+].